From a dataset of Peptide-MHC class I binding affinity with 185,985 pairs from IEDB/IMGT. Regression. Given a peptide amino acid sequence and an MHC pseudo amino acid sequence, predict their binding affinity value. This is MHC class I binding data. (1) The peptide sequence is RVNKGTGVK. The MHC is HLA-A02:02 with pseudo-sequence HLA-A02:02. The binding affinity (normalized) is 0.967. (2) The peptide sequence is SLFNTVATL. The MHC is HLA-A02:03 with pseudo-sequence HLA-A02:03. The binding affinity (normalized) is 0.667. (3) The peptide sequence is RVYKNYDPR. The MHC is HLA-A11:01 with pseudo-sequence HLA-A11:01. The binding affinity (normalized) is 0.573. (4) The peptide sequence is LMRTNFLIK. The MHC is HLA-A02:11 with pseudo-sequence HLA-A02:11. The binding affinity (normalized) is 0.0847. (5) The peptide sequence is KYDDRIQSQ. The MHC is HLA-A30:01 with pseudo-sequence HLA-A30:01. The binding affinity (normalized) is 0.0847. (6) The peptide sequence is FTMRHKKATY. The MHC is HLA-A01:01 with pseudo-sequence HLA-A01:01. The binding affinity (normalized) is 0.340. (7) The peptide sequence is LQQSTYQLV. The MHC is HLA-A02:02 with pseudo-sequence HLA-A02:02. The binding affinity (normalized) is 0.438. (8) The peptide sequence is YSDIPRLKK. The MHC is HLA-A02:03 with pseudo-sequence HLA-A02:03. The binding affinity (normalized) is 0.112. (9) The peptide sequence is YELWPTKW. The MHC is Mamu-A11 with pseudo-sequence Mamu-A11. The binding affinity (normalized) is 0.755.